Dataset: Full USPTO retrosynthesis dataset with 1.9M reactions from patents (1976-2016). Task: Predict the reactants needed to synthesize the given product. (1) The reactants are: CS(O[N:6]=[C:7](Cl)[CH:8]([CH3:10])[CH3:9])(=O)=O.[S-:12][C:13]#[N:14].[Na+].N1C=CC=CC=1.[F:22][C:23]1[CH:28]=[C:27]([S:29]([CH3:32])(=[O:31])=[O:30])[CH:26]=[CH:25][C:24]=1[NH:33][C@H:34]1[CH2:39][CH2:38][CH2:37][N:36]([CH:40]2[CH2:45][CH2:44][NH:43][CH2:42][CH2:41]2)[C:35]1=[O:46]. Given the product [F:22][C:23]1[CH:28]=[C:27]([S:29]([CH3:32])(=[O:31])=[O:30])[CH:26]=[CH:25][C:24]=1[NH:33][C@H:34]1[CH2:39][CH2:38][CH2:37][N:36]([CH:40]2[CH2:41][CH2:42][N:43]([C:13]3[S:12][N:6]=[C:7]([CH:8]([CH3:9])[CH3:10])[N:14]=3)[CH2:44][CH2:45]2)[C:35]1=[O:46], predict the reactants needed to synthesize it. (2) The reactants are: [NH2:1][C:2]1[S:3][CH:4]=[CH:5][C:6]=1[C:7]([O:9][CH3:10])=[O:8].[C:11](O[C:11]([O:12][C:13]([CH3:16])([CH3:15])[CH3:14])=[O:17])(=[O:17])[O:12][C:13]([CH3:16])([CH3:15])[CH3:14]. Given the product [C:13]([O:12][C:11]([NH:1][C:2]1[S:3][CH:4]=[CH:5][C:6]=1[C:7]([O:9][CH3:10])=[O:8])=[O:17])([CH3:16])([CH3:15])[CH3:14], predict the reactants needed to synthesize it. (3) Given the product [Cl:1][C:2]1[CH:3]=[CH:4][C:5]([OH:11])=[C:6]([CH:10]=1)[C:7]([NH:12][C:13]1[S:14][CH:15]=[C:16]([C:18]2[CH:19]=[CH:20][C:21]([C:24]([F:27])([F:25])[F:26])=[CH:22][CH:23]=2)[N:17]=1)=[O:9], predict the reactants needed to synthesize it. The reactants are: [Cl:1][C:2]1[CH:10]=[C:6]([C:7]([OH:9])=O)[C:5]([OH:11])=[CH:4][CH:3]=1.[NH2:12][C:13]1[S:14][CH:15]=[C:16]([C:18]2[CH:23]=[CH:22][C:21]([C:24]([F:27])([F:26])[F:25])=[CH:20][CH:19]=2)[N:17]=1.